This data is from Reaction yield outcomes from USPTO patents with 853,638 reactions. The task is: Predict the reaction yield, written as a fraction of the theoretical maximum amount of product (1.0 means a 100% yield; for example, 0.34 means a 34% yield). (1) The reactants are Cl[C:2]1[CH:7]=[C:6]2[CH2:8][O:9][C:10]3[CH:39]=[C:38]4[C:13]([CH:14]=[CH:15][C:16]5[N:20]=[C:19]([C@@H:21]6[CH2:25][CH2:24][C@H:23]([CH3:26])[N:22]6[C:27](=[O:37])[C@@H:28]([NH:32][C:33](=[O:36])[O:34][CH3:35])[CH:29]([CH3:31])[CH3:30])[NH:18][C:17]=54)=[CH:12][C:11]=3[C:5]2=[CH:4][CH:3]=1.[B:40]1([B:40]2[O:44][C:43]([CH3:46])([CH3:45])[C:42]([CH3:48])([CH3:47])[O:41]2)[O:44][C:43]([CH3:46])([CH3:45])[C:42]([CH3:48])([CH3:47])[O:41]1.CC([O-])=O.[K+]. The catalyst is O1CCOCC1.C1C=CC(/C=C/C(/C=C/C2C=CC=CC=2)=O)=CC=1.C1C=CC(/C=C/C(/C=C/C2C=CC=CC=2)=O)=CC=1.C1C=CC(/C=C/C(/C=C/C2C=CC=CC=2)=O)=CC=1.[Pd].[Pd].CC(C1C=C(C(C)C)C(C2C=CC=CC=2P(C2CCCCC2)C2CCCCC2)=C(C(C)C)C=1)C. The product is [CH3:31][CH:29]([CH3:30])[C@H:28]([NH:32][C:33](=[O:36])[O:34][CH3:35])[C:27]([N:22]1[C@H:21]([C:19]2[NH:18][C:17]3[C:38]4[C:13]([CH:14]=[CH:15][C:16]=3[N:20]=2)=[CH:12][C:11]2[C:5]3[C:6]([CH2:8][O:9][C:10]=2[CH:39]=4)=[CH:7][C:2]([B:40]2[O:44][C:43]([CH3:46])([CH3:45])[C:42]([CH3:48])([CH3:47])[O:41]2)=[CH:3][CH:4]=3)[CH2:25][CH2:24][C@@H:23]1[CH3:26])=[O:37]. The yield is 0.720. (2) The reactants are [NH:1]1[C:5]2[CH:6]=[CH:7][C:8]([C:10]([N:12]3[CH2:17][CH2:16][CH2:15][C@@H:14]4[C:18]5[CH:19]=[C:20]([C:25]([OH:27])=O)[CH:21]=[CH:22][C:23]=5[CH2:24][C@H:13]34)=[O:11])=[CH:9][C:4]=2[N:3]=[CH:2]1.[NH3:28]. No catalyst specified. The product is [NH:1]1[C:5]2[CH:6]=[CH:7][C:8]([C:10]([N:12]3[CH2:17][CH2:16][CH2:15][C@@H:14]4[C:18]5[CH:19]=[C:20]([C:25]([NH2:28])=[O:27])[CH:21]=[CH:22][C:23]=5[CH2:24][C@H:13]34)=[O:11])=[CH:9][C:4]=2[N:3]=[CH:2]1. The yield is 0.640.